This data is from Full USPTO retrosynthesis dataset with 1.9M reactions from patents (1976-2016). The task is: Predict the reactants needed to synthesize the given product. Given the product [NH2:22][C:21]1[N:20]=[C:19]([N:15]2[CH2:16][CH2:17][CH2:18][CH:13]([NH:12][C:10]([O:9][C:5]([CH3:8])([CH3:6])[CH3:7])=[O:11])[CH2:14]2)[N:23]([CH2:24][C:25]#[C:26][CH3:27])[C:28]=1[C:29]([O:31][CH2:32][CH3:33])=[O:30], predict the reactants needed to synthesize it. The reactants are: [O-]CC.[Na+].[C:5]([O:9][C:10]([NH:12][CH:13]1[CH2:18][CH2:17][CH2:16][N:15]([C:19]([N:23]([CH2:28][C:29]([O:31][CH2:32][CH3:33])=[O:30])[CH2:24][C:25]#[C:26][CH3:27])=[N:20][C:21]#[N:22])[CH2:14]1)=[O:11])([CH3:8])([CH3:7])[CH3:6].Cl.